Dataset: Forward reaction prediction with 1.9M reactions from USPTO patents (1976-2016). Task: Predict the product of the given reaction. (1) Given the reactants [NH2:1][C:2]1[CH:3]=[C:4]2[C:8](=[CH:9][CH:10]=1)[N:7]([C:11]([O:13][C:14]([CH3:17])([CH3:16])[CH3:15])=[O:12])[N:6]=[C:5]2[CH3:18].O1CCCC1.[CH3:24][S:25]([C:28]1[CH:33]=[CH:32][CH:31]=[CH:30][C:29]=1[S:34](Cl)(=[O:36])=[O:35])(=[O:27])=[O:26], predict the reaction product. The product is: [C:14]([O:13][C:11]([N:7]1[C:8]2[C:4](=[CH:3][C:2]([NH:1][S:34]([C:29]3[CH:30]=[CH:31][CH:32]=[CH:33][C:28]=3[S:25]([CH3:24])(=[O:27])=[O:26])(=[O:36])=[O:35])=[CH:10][CH:9]=2)[C:5]([CH3:18])=[N:6]1)=[O:12])([CH3:15])([CH3:17])[CH3:16]. (2) Given the reactants [CH2:1]([NH:3][CH2:4][CH3:5])[CH3:2].C(Cl)CCl.[CH3:10][O:11][C:12]1[CH:17]=[CH:16][C:15]([C:18]2[CH:19]=[N:20][C:21]([NH:24][C:25]3[CH:30]=[CH:29][C:28]([CH2:31][CH2:32][C:33]([OH:35])=O)=[CH:27][CH:26]=3)=[N:22][CH:23]=2)=[CH:14][CH:13]=1.[NH4+].[Cl-], predict the reaction product. The product is: [CH2:1]([N:3]([CH2:4][CH3:5])[C:33](=[O:35])[CH2:32][CH2:31][C:28]1[CH:27]=[CH:26][C:25]([NH:24][C:21]2[N:22]=[CH:23][C:18]([C:15]3[CH:16]=[CH:17][C:12]([O:11][CH3:10])=[CH:13][CH:14]=3)=[CH:19][N:20]=2)=[CH:30][CH:29]=1)[CH3:2].